Predict which catalyst facilitates the given reaction. From a dataset of Catalyst prediction with 721,799 reactions and 888 catalyst types from USPTO. (1) Reactant: [CH3:1][C:2]1([CH3:13])[CH2:7][CH2:6][CH2:5][C:4](=[C:8]([CH3:12])[C:9]([OH:11])=[O:10])[CH2:3]1.[C:14]([O:18][CH2:19][CH3:20])(=[O:17])[CH2:15]O.C1(N=C=NC2CCCCC2)CCCCC1. Product: [CH2:19]([O:18][C:14]([CH2:15][O:10][C:9](=[O:11])[C:8](=[C:4]1[CH2:5][CH2:6][CH2:7][C:2]([CH3:13])([CH3:1])[CH2:3]1)[CH3:12])=[O:17])[CH3:20]. The catalyst class is: 172. (2) Reactant: [C:1]([NH:4][CH2:5][CH2:6][CH2:7][S:8]([O:11][CH2:12][C:13]([CH3:35])([CH3:34])[C@@H:14]([O:26]CC1C=CC=CC=1)[C:15]([O:17][CH2:18][CH2:19][O:20][C:21](=[O:25])[CH:22]([CH3:24])[CH3:23])=[O:16])(=[O:10])=[O:9])(=[O:3])[CH3:2].Cl. The catalyst class is: 43. Product: [C:1]([NH:4][CH2:5][CH2:6][CH2:7][S:8]([O:11][CH2:12][C:13]([CH3:35])([CH3:34])[C@@H:14]([OH:26])[C:15]([O:17][CH2:18][CH2:19][O:20][C:21](=[O:25])[CH:22]([CH3:23])[CH3:24])=[O:16])(=[O:10])=[O:9])(=[O:3])[CH3:2]. (3) Reactant: [CH2:1]([O:3][C:4]1[CH:5]=[C:6]2[C:11](=[C:12]3[CH2:16][C:15]([CH3:18])([CH3:17])[O:14][C:13]=13)[C:10]([C:19]1[CH:24]=[CH:23][C:22]([CH2:25][CH2:26][C:27]([O:29]CC)=[O:28])=[CH:21][CH:20]=1)=[N:9][C:8]([CH3:33])([CH3:32])[CH2:7]2)[CH3:2].[OH-].[Na+].Cl. Product: [CH2:1]([O:3][C:4]1[CH:5]=[C:6]2[C:11](=[C:12]3[CH2:16][C:15]([CH3:18])([CH3:17])[O:14][C:13]=13)[C:10]([C:19]1[CH:20]=[CH:21][C:22]([CH2:25][CH2:26][C:27]([OH:29])=[O:28])=[CH:23][CH:24]=1)=[N:9][C:8]([CH3:32])([CH3:33])[CH2:7]2)[CH3:2]. The catalyst class is: 8. (4) Reactant: [F:1][CH:2]([F:23])[O:3][C:4]1[C:9]2[O:10][C:11]3[C:12](=[O:17])[NH:13][N:14]=[CH:15][C:16]=3[C:8]=2[C:7]([C:18]([O:20][CH2:21][CH3:22])=[O:19])=[CH:6][CH:5]=1.Cl.[Cl:25][C:26]1[CH:31]=[CH:30][C:29](NN)=[CH:28][CH:27]=1.C(=O)([O-])[O-].[Na+].[Na+].O. The catalyst class is: 8. Product: [Cl:25][C:26]1[CH:31]=[CH:30][C:29]([N:13]2[C:12](=[O:17])[C:11]3[O:10][C:9]4[C:4]([O:3][CH:2]([F:1])[F:23])=[CH:5][CH:6]=[C:7]([C:18]([O:20][CH2:21][CH3:22])=[O:19])[C:8]=4[C:16]=3[CH:15]=[N:14]2)=[CH:28][CH:27]=1. (5) Reactant: [Cl:1][C:2]1[N:3]=[C:4]([Cl:22])[C:5]2[C:10](C(N)=O)=[CH:9][N:8]([CH2:14][O:15][CH2:16][CH2:17][Si:18]([CH3:21])([CH3:20])[CH3:19])[C:6]=2[N:7]=1.CCN(CC)CC.C(OC(C(F)(F)F)=O)(C(F)(F)F)=O. Product: [Cl:1][C:2]1[N:3]=[C:4]([Cl:22])[C:5]2[CH:10]=[CH:9][N:8]([CH2:14][O:15][CH2:16][CH2:17][Si:18]([CH3:20])([CH3:19])[CH3:21])[C:6]=2[N:7]=1. The catalyst class is: 2. (6) Reactant: [Br:1][C:2]1[CH:14]=[C:13]2[C:5]([C:6]3[CH:7]=[CH:8][C:9]([C:15]([O:17][CH3:18])=[O:16])=[CH:10][C:11]=3[NH:12]2)=[C:4]([C:19]#[N:20])[CH:3]=1.Br[CH:22]([C:29]1[CH:34]=[CH:33][CH:32]=[CH:31][CH:30]=1)[C:23]1[CH:28]=[CH:27][CH:26]=[CH:25][CH:24]=1.C([O-])([O-])=O.[Cs+].[Cs+]. Product: [CH:22]([N:12]1[C:11]2[CH:10]=[C:9]([C:15]([O:17][CH3:18])=[O:16])[CH:8]=[CH:7][C:6]=2[C:5]2[C:13]1=[CH:14][C:2]([Br:1])=[CH:3][C:4]=2[C:19]#[N:20])([C:23]1[CH:28]=[CH:27][CH:26]=[CH:25][CH:24]=1)[C:29]1[CH:34]=[CH:33][CH:32]=[CH:31][CH:30]=1. The catalyst class is: 18. (7) Product: [NH2:7][C@@H:10]([C@H:14]([CH2:20][CH3:21])[CH2:15][C:16]([F:17])([F:18])[F:19])[CH2:11][OH:12]. Reactant: [H-].[Al+3].[Li+].[H-].[H-].[H-].[N:7]([C@@H:10]([C@H:14]([CH2:20][CH3:21])[CH2:15][C:16]([F:19])([F:18])[F:17])[C:11](O)=[O:12])=[N+]=[N-]. The catalyst class is: 1.